From a dataset of Peptide-MHC class II binding affinity with 134,281 pairs from IEDB. Regression. Given a peptide amino acid sequence and an MHC pseudo amino acid sequence, predict their binding affinity value. This is MHC class II binding data. (1) The peptide sequence is KIDAAFKVAATAAAT. The MHC is DRB1_1001 with pseudo-sequence DRB1_1001. The binding affinity (normalized) is 0.844. (2) The peptide sequence is AWILDGDNLFPKV. The MHC is DRB1_0401 with pseudo-sequence DRB1_0401. The binding affinity (normalized) is 0.643. (3) The peptide sequence is TYSQLMTLKDAKMLQ. The MHC is H-2-IAb with pseudo-sequence H-2-IAb. The binding affinity (normalized) is 0.0889. (4) The peptide sequence is YNKFLANVSTVLTGK. The MHC is DRB1_0405 with pseudo-sequence DRB1_0405. The binding affinity (normalized) is 0.611. (5) The peptide sequence is EFGKAKGSRAIWYMW. The MHC is DRB1_1501 with pseudo-sequence DRB1_1501. The binding affinity (normalized) is 0.435. (6) The peptide sequence is VLVMLVLLILAYRRRWRRLTV. The MHC is DRB1_1301 with pseudo-sequence DRB1_1301. The binding affinity (normalized) is 0.530.